This data is from Forward reaction prediction with 1.9M reactions from USPTO patents (1976-2016). The task is: Predict the product of the given reaction. Given the reactants [Br:1][C:2]1[CH:27]=[CH:26][C:5]2[N:6]([C:22]([CH3:25])([CH3:24])[CH3:23])[C:7]([C:9]3[CH:21]=[CH:20][CH:19]=[CH:18][C:10]=3[C:11](/[N:13]=[CH:14]/[N:15](C)C)=O)=[N:8][C:4]=2[CH:3]=1.[NH2:28]N, predict the reaction product. The product is: [Br:1][C:2]1[CH:27]=[CH:26][C:5]2[N:6]([C:22]([CH3:24])([CH3:23])[CH3:25])[C:7]([C:9]3[CH:21]=[CH:20][CH:19]=[CH:18][C:10]=3[C:11]3[N:13]=[CH:14][NH:15][N:28]=3)=[N:8][C:4]=2[CH:3]=1.